Dataset: Forward reaction prediction with 1.9M reactions from USPTO patents (1976-2016). Task: Predict the product of the given reaction. Given the reactants Br[C:2]1[CH:3]=[CH:4][C:5]2[N:6]([N:8]=[CH:9][CH:10]=2)[CH:7]=1.[CH3:11][C:12]1([CH3:28])[C:16]([CH3:18])([CH3:17])[O:15][B:14]([B:14]2[O:15][C:16]([CH3:18])([CH3:17])[C:12]([CH3:28])([CH3:11])[O:13]2)[O:13]1.C([O-])(=O)C.[K+], predict the reaction product. The product is: [CH3:11][C:12]1([CH3:28])[C:16]([CH3:18])([CH3:17])[O:15][B:14]([C:2]2[CH:3]=[CH:4][C:5]3[N:6]([N:8]=[CH:9][CH:10]=3)[CH:7]=2)[O:13]1.